The task is: Predict which catalyst facilitates the given reaction.. This data is from Catalyst prediction with 721,799 reactions and 888 catalyst types from USPTO. Reactant: [CH3:1][CH:2]([CH2:4][CH2:5][CH2:6][C@H:7]([C@@H:9]1[C@:27]2([CH3:28])[C@H:12]([C@H:13]3[C@H:24]([CH2:25][CH2:26]2)[C@:22]2([CH3:23])[C:16]([CH2:17][C@H:18]([CH2:20][CH2:21]2)[OH:19])=[CH:15][CH2:14]3)[CH2:11][CH2:10]1)[CH3:8])[CH3:3].C(N(CC)CC)C.[CH3:36][S:37](Cl)(=[O:39])=[O:38]. Product: [CH3:36][S:37]([O:19][C@H:18]1[CH2:20][CH2:21][C@@:22]2([CH3:23])[C:16](=[CH:15][CH2:14][C@@H:13]3[C@@H:24]2[CH2:25][CH2:26][C@@:27]2([CH3:28])[C@H:12]3[CH2:11][CH2:10][C@@H:9]2[C@H:7]([CH3:8])[CH2:6][CH2:5][CH2:4][CH:2]([CH3:1])[CH3:3])[CH2:17]1)(=[O:39])=[O:38]. The catalyst class is: 2.